From a dataset of Forward reaction prediction with 1.9M reactions from USPTO patents (1976-2016). Predict the product of the given reaction. Given the reactants [H-].C([Al+]CC(C)C)C(C)C.[F:11][C:12]1[CH:13]=[CH:14][C:15]([C:20]2[CH:29]=[CH:28][C:27]3[C:22](=[CH:23][CH:24]=[C:25]([S:30]([C:33]4[CH:38]=[CH:37][CH:36]=[CH:35][CH:34]=4)(=[O:32])=[O:31])[CH:26]=3)[CH:21]=2)=[C:16]([CH:19]=1)[C:17]#N.[BH4-].[Na+].[OH2:41], predict the reaction product. The product is: [F:11][C:12]1[CH:13]=[CH:14][C:15]([C:20]2[CH:29]=[CH:28][C:27]3[C:22](=[CH:23][CH:24]=[C:25]([S:30]([C:33]4[CH:38]=[CH:37][CH:36]=[CH:35][CH:34]=4)(=[O:32])=[O:31])[CH:26]=3)[CH:21]=2)=[C:16]([CH2:17][OH:41])[CH:19]=1.